From a dataset of Full USPTO retrosynthesis dataset with 1.9M reactions from patents (1976-2016). Predict the reactants needed to synthesize the given product. (1) The reactants are: [N:1]1[C:9]([NH2:10])=[C:8]2[C:4]([N:5]=[CH:6][NH:7]2)=[N:3][CH:2]=1.C1(=O)[O:16][C@H:14]([CH3:15])[CH2:13]O1.C1(C)C=CC=CC=1.CS(O)(=O)=O. Given the product [OH:16][C@H:14]([CH3:15])[CH2:13][N:5]1[CH:6]=[N:7][C:8]2[C:4]1=[N:3][CH:2]=[N:1][C:9]=2[NH2:10], predict the reactants needed to synthesize it. (2) The reactants are: [O:1]=[C:2]([NH:13][S:14]([C:17]1[CH:22]=[CH:21][CH:20]=[CH:19][CH:18]=1)(=[O:16])=[O:15])[CH2:3][CH2:4][NH:5]C(=O)OC(C)(C)C.C(O)(C(F)(F)F)=O. Given the product [NH2:5][CH2:4][CH2:3][C:2]([NH:13][S:14]([C:17]1[CH:22]=[CH:21][CH:20]=[CH:19][CH:18]=1)(=[O:16])=[O:15])=[O:1], predict the reactants needed to synthesize it. (3) Given the product [S:14]1[CH:18]=[CH:17][CH:16]=[C:15]1[CH2:19][CH2:20][O:21][C:12](=[O:13])[NH:11][C:1]12[CH2:2][CH:3]3[CH2:9][CH:7]([CH2:6][CH:5]([CH2:4]3)[CH2:10]1)[CH2:8]2, predict the reactants needed to synthesize it. The reactants are: [C:1]12([N:11]=[C:12]=[O:13])[CH2:10][CH:5]3[CH2:6][CH:7]([CH2:9][CH:3]([CH2:4]3)[CH2:2]1)[CH2:8]2.[S:14]1[CH:18]=[CH:17][CH:16]=[C:15]1[CH2:19][CH2:20][OH:21]. (4) Given the product [Br:9][C:10]1[CH:11]=[CH:12][C:13]([CH:16]([CH3:1])[C:17]([O:19][CH3:20])=[O:18])=[CH:14][CH:15]=1, predict the reactants needed to synthesize it. The reactants are: [CH:1]([N-]C(C)C)(C)C.[Li+].[Br:9][C:10]1[CH:15]=[CH:14][C:13]([CH2:16][C:17]([O:19][CH3:20])=[O:18])=[CH:12][CH:11]=1.IC. (5) Given the product [F:44][C:43]([F:46])([F:45])[S:40]([O:12][CH2:11][CH:10]([F:13])[CH2:9][O:8][Si:1]([C:4]([CH3:7])([CH3:6])[CH3:5])([CH3:3])[CH3:2])(=[O:42])=[O:41], predict the reactants needed to synthesize it. The reactants are: [Si:1]([O:8][CH2:9][CH:10]([F:13])[CH2:11][OH:12])([C:4]([CH3:7])([CH3:6])[CH3:5])([CH3:3])[CH3:2].[Si](Cl)(C(C)(C)C)(C1C=CC=CC=1)C1C=CC=CC=1.N1C(C)=CC=CC=1C.[S:40](O[S:40]([C:43]([F:46])([F:45])[F:44])(=[O:42])=[O:41])([C:43]([F:46])([F:45])[F:44])(=[O:42])=[O:41]. (6) Given the product [Cl:1][C:2]1[CH:3]=[C:4]([NH:5][C:38]2[C:39]3[N:31]([CH2:30][CH2:29][OH:28])[CH:32]=[CH:33][C:34]=3[N:35]=[CH:36][N:37]=2)[CH:6]=[CH:7][C:8]=1[O:9][C:10]1[CH:19]=[CH:18][CH:17]=[C:16]2[C:11]=1[CH:12]=[CH:13][CH:14]=[N:15]2, predict the reactants needed to synthesize it. The reactants are: [Cl:1][C:2]1[CH:3]=[C:4]([CH:6]=[CH:7][C:8]=1[O:9][C:10]1[CH:19]=[CH:18][CH:17]=[C:16]2[C:11]=1[CH:12]=[CH:13][CH:14]=[N:15]2)[NH2:5].C([O:28][CH2:29][CH2:30][N:31]1[C:39]2[C:38](Cl)=[N:37][CH:36]=[N:35][C:34]=2[CH:33]=[CH:32]1)(=O)C1C=CC=CC=1.Cl.N1C=CC=CC=1. (7) Given the product [Cl:22][C:23]1[CH:28]=[C:27]([Cl:29])[CH:26]=[CH:25][C:24]=1[NH:30][C:31]([O:1][CH2:2][CH2:3][C:4]1[CH:5]=[C:6]([CH:17]=[CH:18][C:19]=1[O:20][CH3:21])[CH2:7][CH:8]([C:9]([O:11][CH3:12])=[O:10])[C:13]([O:15][CH3:16])=[O:14])=[O:32], predict the reactants needed to synthesize it. The reactants are: [OH:1][CH2:2][CH2:3][C:4]1[CH:5]=[C:6]([CH:17]=[CH:18][C:19]=1[O:20][CH3:21])[CH2:7][CH:8]([C:13]([O:15][CH3:16])=[O:14])[C:9]([O:11][CH3:12])=[O:10].[Cl:22][C:23]1[CH:28]=[C:27]([Cl:29])[CH:26]=[CH:25][C:24]=1[N:30]=[C:31]=[O:32]. (8) Given the product [NH3:4].[CH3:40][OH:43].[CH:21]1([C:24]2[C:29]([N:30]3[C:34]([CH:35]([CH3:37])[CH3:36])=[N:33][N:32]=[N:31]3)=[CH:28][C:27]([NH:38][C:3]3[N:8]=[C:7]([NH:9][CH:10]4[CH2:15][C:14]([CH3:17])([CH3:16])[NH:13][C:12]([CH3:19])([CH3:18])[CH2:11]4)[C:6]([F:20])=[CH:5][N:4]=3)=[C:26]([F:39])[CH:25]=2)[CH2:22][CH2:23]1, predict the reactants needed to synthesize it. The reactants are: Cl.Cl[C:3]1[N:8]=[C:7]([NH:9][CH:10]2[CH2:15][C:14]([CH3:17])([CH3:16])[NH:13][C:12]([CH3:19])([CH3:18])[CH2:11]2)[C:6]([F:20])=[CH:5][N:4]=1.[CH:21]1([C:24]2[C:29]([N:30]3[C:34]([CH:35]([CH3:37])[CH3:36])=[N:33][N:32]=[N:31]3)=[CH:28][C:27]([NH2:38])=[C:26]([F:39])[CH:25]=2)[CH2:23][CH2:22]1.[CH:40]([OH:43])(C)C.